Dataset: Forward reaction prediction with 1.9M reactions from USPTO patents (1976-2016). Task: Predict the product of the given reaction. (1) Given the reactants COC1N=CC(COC2C3C(=CC=CC=3)C=CC=2C(NC(C)(C)C(O)=O)=O)=CC=1.C[O:31][C:32](=[O:60])[C:33]([NH:37][C:38]([C:40]1[CH:49]=[CH:48][C:47]2[C:42](=[CH:43][CH:44]=[CH:45][CH:46]=2)[C:41]=1[O:50][CH2:51][C:52]1[CH:53]=[N:54][C:55]([O:58][CH3:59])=[CH:56][CH:57]=1)=[O:39])([CH3:36])[CH2:34][CH3:35], predict the reaction product. The product is: [CH3:59][O:58][C:55]1[N:54]=[CH:53][C:52]([CH2:51][O:50][C:41]2[C:42]3[C:47](=[CH:46][CH:45]=[CH:44][CH:43]=3)[CH:48]=[CH:49][C:40]=2[C:38]([NH:37][C:33]([CH3:36])([CH2:34][CH3:35])[C:32]([OH:60])=[O:31])=[O:39])=[CH:57][CH:56]=1. (2) Given the reactants [CH:1]([N:3]1[CH:7]=[C:6]([C:8](OCC)=[O:9])[CH:5]=[N:4]1)=[CH2:2].[H-].C([Al+]CC(C)C)C(C)C.C1(C)C=CC=CC=1.CO.O.O.O.O.C(C(C(C([O-])=O)O)O)([O-])=O.[Na+].[K+], predict the reaction product. The product is: [CH:1]([N:3]1[CH:7]=[C:6]([CH2:8][OH:9])[CH:5]=[N:4]1)=[CH2:2].